The task is: Predict the product of the given reaction.. This data is from Forward reaction prediction with 1.9M reactions from USPTO patents (1976-2016). (1) Given the reactants C([O:3][CH:4]1[CH:8]([NH:9][C:10]([CH:12]2[N:16]3[C:17](=[O:36])[CH:18]([NH:23][C:24]([C:26]4[C:35]5[C:30](=[CH:31][CH:32]=[CH:33][CH:34]=5)[CH:29]=[CH:28][N:27]=4)=[O:25])[CH2:19][CH:20]=[CH:21][CH2:22][CH:15]3[CH2:14][CH2:13]2)=[O:11])[CH2:7][C:6](=[O:37])[O:5]1)C.FC(F)(F)C(O)=O, predict the reaction product. The product is: [OH:3][CH:4]1[CH:8]([NH:9][C:10]([C@H:12]2[N:16]3[C:17](=[O:36])[C@@H:18]([NH:23][C:24]([C:26]4[C:35]5[C:30](=[CH:31][CH:32]=[CH:33][CH:34]=5)[CH:29]=[CH:28][N:27]=4)=[O:25])[CH2:19][CH:20]=[CH:21][CH2:22][C@@H:15]3[CH2:14][CH2:13]2)=[O:11])[CH2:7][C:6](=[O:37])[O:5]1. (2) Given the reactants [F:1][C:2]1[C:7]2=[N:8]S[N:10]=[C:6]2[C:5]([S:11]([NH:14][C:15]2[CH:25]=[CH:24][C:18]([C:19]([O:21][CH2:22][CH3:23])=[O:20])=[CH:17][CH:16]=2)(=[O:13])=[O:12])=[CH:4][CH:3]=1, predict the reaction product. The product is: [NH2:10][C:6]1[C:7]([NH2:8])=[C:2]([F:1])[CH:3]=[CH:4][C:5]=1[S:11]([NH:14][C:15]1[CH:25]=[CH:24][C:18]([C:19]([O:21][CH2:22][CH3:23])=[O:20])=[CH:17][CH:16]=1)(=[O:12])=[O:13]. (3) Given the reactants [CH2:1]([NH2:5])[CH2:2][CH2:3][CH3:4].C([Li])CCC.CCCCCC.[CH3:17][C:18]1([CH3:32])[C:26]2[C:21](=[CH:22][CH:23]=[CH:24][CH:25]=2)[NH:20][CH:19]1[C:27](OCC)=[O:28], predict the reaction product. The product is: [CH2:1]([NH:5][C:27]([CH:19]1[C:18]([CH3:32])([CH3:17])[C:26]2[C:21](=[CH:22][CH:23]=[CH:24][CH:25]=2)[NH:20]1)=[O:28])[CH2:2][CH2:3][CH3:4]. (4) Given the reactants C[O:2][C:3](=[O:23])[CH2:4][CH2:5][C:6]1[CH:11]=[CH:10][C:9]([C:12]([CH3:15])([CH3:14])[CH3:13])=[CH:8][C:7]=1[O:16][CH:17]1[CH2:22][CH2:21][O:20][CH2:19][CH2:18]1.[OH-].[Na+].Cl, predict the reaction product. The product is: [C:12]([C:9]1[CH:10]=[CH:11][C:6]([CH2:5][CH2:4][C:3]([OH:23])=[O:2])=[C:7]([O:16][CH:17]2[CH2:18][CH2:19][O:20][CH2:21][CH2:22]2)[CH:8]=1)([CH3:15])([CH3:13])[CH3:14].